This data is from Full USPTO retrosynthesis dataset with 1.9M reactions from patents (1976-2016). The task is: Predict the reactants needed to synthesize the given product. (1) Given the product [F:1][C:2]1[C:3]([F:11])=[C:4]([CH:8]=[CH:9][N:10]=1)[C:5]([NH:13][CH3:17])=[O:6], predict the reactants needed to synthesize it. The reactants are: [F:1][C:2]1[C:3]([F:11])=[C:4]([CH:8]=[CH:9][N:10]=1)[C:5](O)=[O:6].O[N:13]1[C:17]2C=CC=CC=2N=N1.Cl.CN(C)CCCN=C=NCC.CN. (2) Given the product [CH3:12][C:4]1[C:5]([C:9]([N:53]2[CH2:54][CH2:55][N:50]([CH3:49])[CH2:51][CH2:52]2)=[O:11])=[C:6]([CH3:8])[NH:7][C:3]=1[CH:1]=[O:2], predict the reactants needed to synthesize it. The reactants are: [CH:1]([C:3]1[NH:7][C:6]([CH3:8])=[C:5]([C:9]([OH:11])=O)[C:4]=1[CH3:12])=[O:2].F[P-](F)(F)(F)(F)F.N1(O[P+](N(C)C)(N(C)C)N(C)C)C2C=CC=CC=2N=N1.C(N(C(C)C)CC)(C)C.[CH3:49][N:50]1[CH2:55][CH2:54][NH:53][CH2:52][CH2:51]1.[OH-].[Na+].